This data is from Reaction yield outcomes from USPTO patents with 853,638 reactions. The task is: Predict the reaction yield, written as a fraction of the theoretical maximum amount of product (1.0 means a 100% yield; for example, 0.34 means a 34% yield). (1) The reactants are NCCCN1C2C=CC=CC=2N=C1CN(C)[C@@H]1C2N=CC=CC=2CCC1.[CH3:27][N:28]([CH2:39][C:40]1[N:44]([CH2:45][CH:46]2CC[CH2:49][N:48]([CH3:52])[CH2:47]2)[C:43]2[CH:53]=[CH:54][CH:55]=[CH:56][C:42]=2[N:41]=1)[CH:29]1[C:38]2[N:37]=[CH:36][CH:35]=[CH:34][C:33]=2[CH2:32][CH2:31][CH2:30]1. No catalyst specified. The product is [CH3:52][N:48]([CH3:49])[CH2:47][CH2:46][CH2:45][N:44]1[C:43]2[CH:53]=[CH:54][CH:55]=[CH:56][C:42]=2[N:41]=[C:40]1[CH2:39][N:28]([CH3:27])[C@@H:29]1[C:38]2[N:37]=[CH:36][CH:35]=[CH:34][C:33]=2[CH2:32][CH2:31][CH2:30]1. The yield is 0.690. (2) The reactants are [CH3:1]N(C=O)C.[Br:6][C:7]1[CH:8]=[C:9]([NH:13][C:14](=[O:16])[CH3:15])[CH:10]=[CH:11][CH:12]=1.[H-].[Na+].CI. The catalyst is O. The product is [Br:6][C:7]1[CH:8]=[C:9]([N:13]([CH3:1])[C:14](=[O:16])[CH3:15])[CH:10]=[CH:11][CH:12]=1. The yield is 0.940. (3) The reactants are C[N:2](C)[CH:3]=[CH:4][C:5]([C:7]1[C:12](=[O:13])[CH:11]=[CH:10][N:9]([C:14]2[CH:19]=[CH:18][CH:17]=[C:16]([C:20]([F:23])([F:22])[F:21])[CH:15]=2)[N:8]=1)=O.Cl.[CH3:26][C:27]1[CH:32]=[CH:31][C:30]([NH:33]N)=[CH:29][CH:28]=1.CCN(CC)CC. The catalyst is C(O)C. The product is [CH3:26][C:27]1[CH:32]=[CH:31][C:30]([N:33]2[C:5]([C:7]3[C:12](=[O:13])[CH:11]=[CH:10][N:9]([C:14]4[CH:19]=[CH:18][CH:17]=[C:16]([C:20]([F:23])([F:22])[F:21])[CH:15]=4)[N:8]=3)=[CH:4][CH:3]=[N:2]2)=[CH:29][CH:28]=1. The yield is 0.270. (4) The reactants are [C:1]([CH2:4][CH2:5][C:6]1[C:7]([CH3:13])=[C:8]([CH:11]=O)[NH:9][CH:10]=1)([OH:3])=[O:2].[C:14]([CH2:17][CH2:18][C:19]1[CH:20]=[C:21]2[C:25](=[CH:26][CH:27]=1)[NH:24][C:23](=[O:28])[CH2:22]2)([OH:16])=[O:15].N1CCCCC1. The catalyst is C(O)C. The product is [C:1]([CH2:4][CH2:5][C:6]1[C:7]([CH3:13])=[C:8]([CH:11]=[C:22]2[C:21]3[C:25](=[CH:26][CH:27]=[C:19]([CH2:18][CH2:17][C:14]([OH:16])=[O:15])[CH:20]=3)[NH:24][C:23]2=[O:28])[NH:9][CH:10]=1)([OH:3])=[O:2]. The yield is 0.660. (5) The reactants are COC1C=CC([CH2:7][N:8](C)[C:9]2[CH:18]=[C:17]3[C:12]([CH:13]=[C:14]([C:21]4[CH:26]=[C:25]([NH2:27])[C:24]([F:28])=[CH:23][C:22]=4[F:29])[C:15](=[O:20])[N:16]3[CH3:19])=[CH:11][N:10]=2)=CC=1.C(O)(C(F)(F)F)=O.O. The catalyst is C(Cl)Cl. The product is [NH2:27][C:25]1[C:24]([F:28])=[CH:23][C:22]([F:29])=[C:21]([C:14]2[C:15](=[O:20])[N:16]([CH3:19])[C:17]3[C:12]([CH:13]=2)=[CH:11][N:10]=[C:9]([NH:8][CH3:7])[CH:18]=3)[CH:26]=1. The yield is 0.300. (6) The reactants are [ClH:1].[F:2][C:3]1[CH:4]=[C:5]([C:10]2[C:18]3[C:13](=[CH:14][C:15]([O:19][CH2:20][CH2:21][N:22]4[CH2:27][CH2:26][S:25](=[O:29])(=[O:28])[CH2:24][CH2:23]4)=[CH:16][CH:17]=3)[C:12](=[O:30])[C:11]=2C2C=NC3C(C=2)=CC=CC=3)[CH:6]=[C:7]([F:9])[CH:8]=1.O1CCN(CCO[C:50]2[CH:58]=[C:57]3[C:53]([C:54](C4C=CC=CC=4)=C(Br)C3=O)=[CH:52][CH:51]=2)CC1.B(O)(O)C1C=CC(C)=CC=1. No catalyst specified. The product is [ClH:1].[F:2][C:3]1[CH:4]=[C:5]([C:10]2[CH:11]([C:50]3[CH:58]=[CH:57][C:53]([CH3:54])=[CH:52][CH:51]=3)[C:12](=[O:30])[C:13]3[C:18]=2[CH2:17][CH:16]=[C:15]([O:19][CH2:20][CH2:21][N:22]2[CH2:27][CH2:26][S:25](=[O:29])(=[O:28])[CH2:24][CH2:23]2)[CH:14]=3)[CH:6]=[C:7]([F:9])[CH:8]=1. The yield is 0.710. (7) The reactants are [H-].[Na+].[CH2:3]1[N:14]2[C:15]3[CH:7]([CH2:8][CH2:9][C:10](=[O:16])[C:11]=3[CH:12]=[CH:13]2)[CH2:6][NH:5][CH2:4]1.I[CH3:18]. The catalyst is CN(C)C=O. The product is [CH3:18][CH:9]1[CH2:8][CH:7]2[CH2:6][NH:5][CH2:4][CH2:3][N:14]3[C:15]2=[C:11]([CH:12]=[CH:13]3)[C:10]1=[O:16]. The yield is 0.740.